From a dataset of Experimentally validated miRNA-target interactions with 360,000+ pairs, plus equal number of negative samples. Binary Classification. Given a miRNA mature sequence and a target amino acid sequence, predict their likelihood of interaction. The miRNA is hsa-miR-4800-5p with sequence AGUGGACCGAGGAAGGAAGGA. The protein sequence of the target gene is MMEGNGTENSCSRTRGWLQQDNDAKPWLWKFSNCFSRPEQTLPHSPQTKEYMENKKVAVELKDVPSPLHAGSKLFPAVPLPDIRSLQQPKIQLSSVPKVSCCAHCPNEPSTSPMRFGGGGGGSGGTSSLIHPGALLDSQSTRTITCQVGSGFAFQSASSLQNASARNNLAGIASDFPSMCLESNLSSCKHLPCCGKLHFQSCHGNVHKLHQFPSLQGCTSAGYFPCSDFTSGAPGHLEEHISQSELTPHLCTNSLHLNVVPPVCLKGSLYCEDCLNKPARNSIIDAAKVWPNIPPPNTQP.... Result: 0 (no interaction).